Dataset: Reaction yield outcomes from USPTO patents with 853,638 reactions. Task: Predict the reaction yield, written as a fraction of the theoretical maximum amount of product (1.0 means a 100% yield; for example, 0.34 means a 34% yield). (1) The reactants are [NH2:1][C@@H:2]([CH2:33][C:34]1[CH:39]=[CH:38][CH:37]=[CH:36][CH:35]=1)[C@@H:3]([OH:32])[CH2:4][C@H:5]([NH:19][C:20]([C@@H:22]([NH:27][C:28](=[O:31])[O:29][CH3:30])[C:23]([CH3:26])([CH3:25])[CH3:24])=[O:21])[CH2:6][C:7]1[CH:12]=[CH:11][C:10]([C:13]2[CH:18]=[CH:17][CH:16]=[CH:15][N:14]=2)=[CH:9][CH:8]=1.[CH3:40][C:41]([CH3:61])([CH3:60])[C@H:42]([N:46]1[CH2:50][CH2:49][N:48]([CH2:51][C:52]2[CH:57]=[CH:56][CH:55]=[CH:54][C:53]=2[CH3:58])[C:47]1=[O:59])[C:43](O)=[O:44].CCOP(ON1N=NC2C=CC=CC=2C1=O)(OCC)=O.C(N(CC)C(C)C)(C)C. The catalyst is C1COCC1. The product is [CH3:40][C:41]([CH3:61])([CH3:60])[C@H:42]([N:46]1[CH2:50][CH2:49][N:48]([CH2:51][C:52]2[CH:57]=[CH:56][CH:55]=[CH:54][C:53]=2[CH3:58])[C:47]1=[O:59])[C:43]([NH:1][C@@H:2]([CH2:33][C:34]1[CH:35]=[CH:36][CH:37]=[CH:38][CH:39]=1)[C@@H:3]([OH:32])[CH2:4][C@H:5]([NH:19][C:20]([C@@H:22]([NH:27][C:28](=[O:31])[O:29][CH3:30])[C:23]([CH3:26])([CH3:25])[CH3:24])=[O:21])[CH2:6][C:7]1[CH:12]=[CH:11][C:10]([C:13]2[CH:18]=[CH:17][CH:16]=[CH:15][N:14]=2)=[CH:9][CH:8]=1)=[O:44]. The yield is 0.420. (2) The reactants are [C:1]([O:5][C:6](=[O:52])[C@@H:7]([NH:31][C:32](=[O:51])[NH:33][C@@H:34]([CH2:42][CH2:43][C:44]([O:46][C:47]([CH3:50])([CH3:49])[CH3:48])=[O:45])[C:35]([O:37][C:38]([CH3:41])([CH3:40])[CH3:39])=[O:36])[CH2:8][CH2:9][CH2:10][CH2:11][NH:12][C:13](=[O:30])[CH2:14][CH2:15][CH2:16][CH2:17][CH2:18][CH2:19][C:20](ON1C(=O)CCC1=O)=[O:21])([CH3:4])([CH3:3])[CH3:2].[NH2:53][C@@H:54]([CH2:58][CH2:59][CH2:60][CH2:61][N:62]([CH2:77][C:78]1[N:79]([CH2:83][C:84]([O:86][C:87]([CH3:90])([CH3:89])[CH3:88])=[O:85])[CH:80]=[CH:81][N:82]=1)[CH2:63][C:64]1[N:65]([CH2:69][C:70](=[O:76])[O:71][C:72]([CH3:75])([CH3:74])[CH3:73])[CH:66]=[CH:67][N:68]=1)[C:55]([OH:57])=[O:56].CCN(C(C)C)C(C)C. The catalyst is CN(C=O)C. The product is [C:72]([O:71][C:70](=[O:76])[CH2:69][N:65]1[CH:66]=[CH:67][N:68]=[C:64]1[CH2:63][N:62]([CH2:77][C:78]1[N:79]([CH2:83][C:84](=[O:85])[O:86][C:87]([CH3:90])([CH3:89])[CH3:88])[CH:80]=[CH:81][N:82]=1)[CH2:61][CH2:60][CH2:59][CH2:58][C@@H:54]([C:55]([OH:57])=[O:56])[NH:53][C:20](=[O:21])[CH2:19][CH2:18][CH2:17][CH2:16][CH2:15][CH2:14][C:13](=[O:30])[NH:12][CH2:11][CH2:10][CH2:9][CH2:8][C@@H:7]([C:6]([O:5][C:1]([CH3:4])([CH3:3])[CH3:2])=[O:52])[NH:31][C:32](=[O:51])[NH:33][C@H:34]([C:35]([O:37][C:38]([CH3:39])([CH3:40])[CH3:41])=[O:36])[CH2:42][CH2:43][C:44](=[O:45])[O:46][C:47]([CH3:49])([CH3:50])[CH3:48])([CH3:73])([CH3:75])[CH3:74]. The yield is 0.210. (3) The reactants are [OH:1][CH2:2][C:3]1[CH:12]=[CH:11][C:6]([C:7]([O:9][CH3:10])=[O:8])=[CH:5][N:4]=1. The catalyst is C(Cl)Cl.O=[Mn]=O. The product is [CH:2]([C:3]1[CH:12]=[CH:11][C:6]([C:7]([O:9][CH3:10])=[O:8])=[CH:5][N:4]=1)=[O:1]. The yield is 0.970. (4) The reactants are CCO[CH:4]([OH:9])[C:5](Cl)(Cl)Cl.[O-]S([O-])(=O)=O.[Na+].[Na+].[Br:17][C:18]1[C:19]([CH3:25])=[C:20]([CH:22]=[CH:23][CH:24]=1)[NH2:21].Cl.N[OH:28].Cl. The catalyst is O. The product is [Br:17][C:18]1[C:19]([CH3:25])=[C:20]2[C:22]([C:4](=[O:9])[C:5](=[O:28])[NH:21]2)=[CH:23][CH:24]=1. The yield is 0.610.